From a dataset of Reaction yield outcomes from USPTO patents with 853,638 reactions. Predict the reaction yield, written as a fraction of the theoretical maximum amount of product (1.0 means a 100% yield; for example, 0.34 means a 34% yield). (1) The reactants are C(=O)([O-])[O-].[Cs+].[Cs+].Cl[C:8]1[N:13]=[CH:12][C:11]2[C:14]([N:36]([CH2:44][CH3:45])[C:37](=[O:43])[O:38][C:39]([CH3:42])([CH3:41])[CH3:40])=[N:15][N:16]([C:17]([C:30]3[CH:35]=[CH:34][CH:33]=[CH:32][CH:31]=3)([C:24]3[CH:29]=[CH:28][CH:27]=[CH:26][CH:25]=3)[C:18]3[CH:23]=[CH:22][CH:21]=[CH:20][CH:19]=3)[C:10]=2[CH:9]=1.[C:46](=[O:56])([O:48][CH2:49][C:50]1[CH:55]=[CH:54][CH:53]=[CH:52][CH:51]=1)[NH2:47].C1(P(C2CCCCC2)C2C(OC)=CC=C(OC)C=2C2C(C(C)C)=CC(C(C)C)=CC=2C(C)C)CCCCC1. The catalyst is O1CCOCC1. The product is [CH2:49]([O:48][C:46]([NH:47][C:8]1[N:13]=[CH:12][C:11]2[C:14]([N:36]([CH2:44][CH3:45])[C:37](=[O:43])[O:38][C:39]([CH3:42])([CH3:41])[CH3:40])=[N:15][N:16]([C:17]([C:30]3[CH:35]=[CH:34][CH:33]=[CH:32][CH:31]=3)([C:24]3[CH:29]=[CH:28][CH:27]=[CH:26][CH:25]=3)[C:18]3[CH:23]=[CH:22][CH:21]=[CH:20][CH:19]=3)[C:10]=2[CH:9]=1)=[O:56])[C:50]1[CH:55]=[CH:54][CH:53]=[CH:52][CH:51]=1. The yield is 0.371. (2) The reactants are [NH2:1]/[C:2](/[CH3:9])=[C:3](\[C:7]#[N:8])/[C:4](=[S:6])[NH2:5].OO. The catalyst is CO. The product is [NH2:5][C:4]1[S:6][N:1]=[C:2]([CH3:9])[C:3]=1[C:7]#[N:8]. The yield is 0.960.